Dataset: Catalyst prediction with 721,799 reactions and 888 catalyst types from USPTO. Task: Predict which catalyst facilitates the given reaction. (1) The catalyst class is: 6. Reactant: [Br:1]Br.[CH3:3][C:4]1([CH3:23])[CH:8]([C:9]2[CH:14]=[CH:13][C:12]([CH3:15])=[CH:11][CH:10]=2)[C:7]2[C:16]([CH3:22])=[CH:17][C:18]([CH3:21])=[C:19]([CH3:20])[C:6]=2[O:5]1.C([O-])(=O)C.[Na+].C(#N)C. Product: [Br:1][C:17]1[C:18]([CH3:21])=[C:19]([CH3:20])[C:6]2[O:5][C:4]([CH3:23])([CH3:3])[CH:8]([C:9]3[CH:10]=[CH:11][C:12]([CH3:15])=[CH:13][CH:14]=3)[C:7]=2[C:16]=1[CH3:22]. (2) Reactant: [Br:1][C:2]1[N:3]=[C:4]([C:16]2[CH:21]=[CH:20][C:19]([C:22]([F:25])([F:24])[F:23])=[CH:18][CH:17]=2)[N:5]([CH2:8][O:9][CH2:10][CH2:11][Si:12]([CH3:15])([CH3:14])[CH3:13])[C:6]=1Br.[Li]CCCC.[Cl:31][C:32]1[N:37]=[CH:36][CH:35]=[CH:34][N:33]=1. Product: [Br:1][C:2]1[N:3]=[C:4]([C:16]2[CH:21]=[CH:20][C:19]([C:22]([F:25])([F:24])[F:23])=[CH:18][CH:17]=2)[N:5]([CH2:8][O:9][CH2:10][CH2:11][Si:12]([CH3:15])([CH3:14])[CH3:13])[C:6]=1[CH:36]1[NH:37][C:32]([Cl:31])=[N:33][CH:34]=[CH:35]1. The catalyst class is: 1. (3) Reactant: [C:1]([O:5][C:6](=[O:19])[N:7]([C:12]1[CH:13]=[N:14][CH:15]=[CH:16][C:17]=1I)[CH2:8][CH2:9][O:10][CH3:11])([CH3:4])([CH3:3])[CH3:2].[Cl:20][C:21]1[CH:26]=[CH:25][CH:24]=[CH:23][C:22]=1B(O)O. Product: [C:1]([O:5][C:6](=[O:19])[N:7]([C:12]1[CH:13]=[N:14][CH:15]=[CH:16][C:17]=1[C:22]1[CH:23]=[CH:24][CH:25]=[CH:26][C:21]=1[Cl:20])[CH2:8][CH2:9][O:10][CH3:11])([CH3:4])([CH3:3])[CH3:2]. The catalyst class is: 243. (4) Reactant: Cl.[Cl:2][C:3]1[CH:4]=[C:5]([CH:23]=[C:24]([Cl:26])[CH:25]=1)[C:6]([N:8]1[CH2:13][CH2:12][NH:11][CH2:10][C@H:9]1[CH2:14][C:15]1[CH:20]=[CH:19][C:18]([CH3:21])=[C:17]([CH3:22])[CH:16]=1)=[O:7].Br[CH2:28][CH2:29][CH2:30][OH:31].C(=O)([O-])[O-].[K+].[K+].[I-].[K+]. Product: [Cl:2][C:3]1[CH:4]=[C:5]([CH:23]=[C:24]([Cl:26])[CH:25]=1)[C:6]([N:8]1[CH2:13][CH2:12][N:11]([CH2:28][CH2:29][CH2:30][OH:31])[CH2:10][C@H:9]1[CH2:14][C:15]1[CH:20]=[CH:19][C:18]([CH3:21])=[C:17]([CH3:22])[CH:16]=1)=[O:7]. The catalyst class is: 10. (5) Reactant: [S:1](=[O:5])(=[O:4])([OH:3])[OH:2].[CH3:6][C:7]([C@H:10]([NH:52][C:53]([O:55][CH3:56])=[O:54])[C:11]([NH:13][C@H:14]([C@@H:22]([OH:51])[CH2:23][N:24]([NH:38][C:39]([C@@H:41]([NH:46][C:47]([O:49][CH3:50])=[O:48])[C:42]([CH3:45])([CH3:44])[CH3:43])=[O:40])[CH2:25][C:26]1[CH:31]=[CH:30][C:29]([C:32]2[N:37]=[CH:36][CH:35]=[CH:34][CH:33]=2)=[CH:28][CH:27]=1)[CH2:15][C:16]1[CH:21]=[CH:20][CH:19]=[CH:18][CH:17]=1)=[O:12])([CH3:9])[CH3:8]. Product: [CH3:9][C:7]([C@H:10]([NH:52][C:53]([O:55][CH3:56])=[O:54])[C:11]([NH:13][C@H:14]([C@@H:22]([OH:51])[CH2:23][N:24]([NH:38][C:39]([C@@H:41]([NH:46][C:47]([O:49][CH3:50])=[O:48])[C:42]([CH3:43])([CH3:44])[CH3:45])=[O:40])[CH2:25][C:26]1[CH:27]=[CH:28][C:29]([C:32]2[CH:33]=[CH:34][CH:35]=[CH:36][N:37]=2)=[CH:30][CH:31]=1)[CH2:15][C:16]1[CH:21]=[CH:20][CH:19]=[CH:18][CH:17]=1)=[O:12])([CH3:6])[CH3:8].[OH:4][S:1]([OH:5])(=[O:3])=[O:2]. The catalyst class is: 41. (6) Reactant: [CH2:1]([NH:8][C:9]1[C:18]2[CH:17]=[N:16][CH:15]=[N:14][C:13]=2[N:12]([O:19][CH2:20][C:21]2[CH:26]=[CH:25][CH:24]=[CH:23][CH:22]=2)[C:11](=[O:27])[C:10]=1I)[C:2]1[CH:7]=[CH:6][CH:5]=[CH:4][CH:3]=1.[C:29]1(B(O)O)[CH:34]=[CH:33][CH:32]=[CH:31][CH:30]=1.C(=O)([O-])[O-].[Na+].[Na+].C(OCC)(=O)C. Product: [CH2:1]([NH:8][C:9]1[C:18]2[CH:17]=[N:16][CH:15]=[N:14][C:13]=2[N:12]([O:19][CH2:20][C:21]2[CH:26]=[CH:25][CH:24]=[CH:23][CH:22]=2)[C:11](=[O:27])[C:10]=1[C:29]1[CH:34]=[CH:33][CH:32]=[CH:31][CH:30]=1)[C:2]1[CH:7]=[CH:6][CH:5]=[CH:4][CH:3]=1. The catalyst class is: 149.